Dataset: Catalyst prediction with 721,799 reactions and 888 catalyst types from USPTO. Task: Predict which catalyst facilitates the given reaction. (1) Reactant: ClC(Cl)C.[Cl:5][C:6]1[CH:7]=[C:8]([NH:12][C:13]([C:15]2[O:16][C:17]3[C:23]([N:24]4[CH2:28][CH2:27][CH2:26][CH2:25]4)=[CH:22][CH:21]=[CH:20][C:18]=3[CH:19]=2)=O)[CH:9]=[CH:10][CH:11]=1.P(Cl)(Cl)(Cl)(Cl)Cl.[ClH:35].[NH2:36][OH:37].C(N(CC)CC)C. Product: [Cl:35][C:19]1[C:18]2[CH:20]=[CH:21][CH:22]=[C:23]([N:24]3[CH2:28][CH2:27][CH2:26][CH2:25]3)[C:17]=2[O:16][C:15]=1[C:13]([NH:12][C:8]1[CH:9]=[CH:10][CH:11]=[C:6]([Cl:5])[CH:7]=1)=[N:36][OH:37]. The catalyst class is: 115. (2) Reactant: [Br:1][C:2]1[S:6][C:5]([C:7]([O:9][CH3:10])=[O:8])=[C:4]([NH:11][C:12]([NH:14]C(=O)C(Cl)(Cl)Cl)=[O:13])[CH:3]=1.N. Product: [NH2:14][C:12]([NH:11][C:4]1[CH:3]=[C:2]([Br:1])[S:6][C:5]=1[C:7]([O:9][CH3:10])=[O:8])=[O:13]. The catalyst class is: 5. (3) Reactant: [F:1][C:2]([F:15])([F:14])[S:3]([O:6]S(C(F)(F)F)(=O)=O)(=[O:5])=[O:4].O[C:17]1[CH:22]=[C:21]([CH3:23])[NH:20][C:19](=O)[C:18]=1[N+:25]([O-:27])=[O:26].C(N(CC)CC)C.[C:35]([O:39][C:40]([CH3:43])([CH3:42])[CH3:41])(=[O:38])[NH:36][NH2:37]. Product: [CH3:23][C:21]1[N:20]=[C:19]([O:6][S:3]([C:2]([F:15])([F:14])[F:1])(=[O:5])=[O:4])[C:18]([N+:25]([O-:27])=[O:26])=[C:17]([NH:37][NH:36][C:35]([O:39][C:40]([CH3:43])([CH3:42])[CH3:41])=[O:38])[CH:22]=1. The catalyst class is: 4. (4) Reactant: [CH3:1][S:2]([C:5]1[CH:10]=[CH:9][C:8]([CH:11]2[CH2:13][CH:12]2[C:14]([O:16]CC)=[O:15])=[CH:7][CH:6]=1)(=[O:4])=[O:3].[OH-].[K+].Cl. Product: [CH3:1][S:2]([C:5]1[CH:6]=[CH:7][C:8]([CH:11]2[CH2:13][CH:12]2[C:14]([OH:16])=[O:15])=[CH:9][CH:10]=1)(=[O:3])=[O:4]. The catalyst class is: 88. (5) The catalyst class is: 1. Reactant: Cl.[NH2:2][CH2:3][C:4]1[CH:12]=[CH:11][CH:10]=[C:9]2[C:5]=1[CH2:6][N:7]([CH:14]1[CH2:19][CH2:18][C:17](=[O:20])[NH:16][C:15]1=[O:21])[C:8]2=[O:13].[CH:22]1[C:31]2[C:26](=[CH:27][CH:28]=[CH:29][CH:30]=2)[CH:25]=[CH:24][C:23]=1[N:32]=[C:33]=[O:34].C(N(CC)CC)C. Product: [O:21]=[C:15]1[CH:14]([N:7]2[CH2:6][C:5]3[C:9](=[CH:10][CH:11]=[CH:12][C:4]=3[CH2:3][NH:2][C:33]([NH:32][C:23]3[CH:24]=[CH:25][C:26]4[C:31](=[CH:30][CH:29]=[CH:28][CH:27]=4)[CH:22]=3)=[O:34])[C:8]2=[O:13])[CH2:19][CH2:18][C:17](=[O:20])[NH:16]1. (6) Reactant: [N+:1]([C:4]1[CH:8]=[N:7][NH:6][C:5]=1[NH2:9])([O-:3])=[O:2].CN(C)[CH:12]=[CH:13][C:14]([C:16]1[CH:17]=[CH:18][C:19]([Cl:28])=[C:20]([N:22]([CH3:27])[S:23]([CH3:26])(=[O:25])=[O:24])[CH:21]=1)=O.C(OCC)(=O)C. Product: [Cl:28][C:19]1[CH:18]=[CH:17][C:16]([C:14]2[N:6]3[N:7]=[CH:8][C:4]([N+:1]([O-:3])=[O:2])=[C:5]3[N:9]=[CH:12][CH:13]=2)=[CH:21][C:20]=1[N:22]([CH3:27])[S:23]([CH3:26])(=[O:25])=[O:24]. The catalyst class is: 15. (7) Reactant: [C:1](Cl)(=[O:10])[C:2]1[CH:7]=[CH:6][C:5]([O:8][CH3:9])=[CH:4][CH:3]=1.[NH2:12][C:13]1[S:17][C:16]([NH:18][C:19]2[N:20]=[CH:21][C:22]3[C:27]([CH:28]=2)=[CH:26][CH:25]=[CH:24][CH:23]=3)=[N:15][C:14]=1[C:29]([NH2:31])=[O:30]. Product: [CH:21]1[C:22]2[C:27](=[CH:26][CH:25]=[CH:24][CH:23]=2)[CH:28]=[C:19]([NH:18][C:16]2[S:17][C:13]([NH:12][C:1](=[O:10])[C:2]3[CH:7]=[CH:6][C:5]([O:8][CH3:9])=[CH:4][CH:3]=3)=[C:14]([C:29]([NH2:31])=[O:30])[N:15]=2)[N:20]=1. The catalyst class is: 17.